From a dataset of Reaction yield outcomes from USPTO patents with 853,638 reactions. Predict the reaction yield, written as a fraction of the theoretical maximum amount of product (1.0 means a 100% yield; for example, 0.34 means a 34% yield). (1) The reactants are C(Cl)(=O)C(Cl)=O.CS(C)=O.[F:11][C:12]1[CH:13]=[C:14]([C:18]2([CH2:24][OH:25])[CH2:23][CH2:22][CH2:21][CH2:20][CH2:19]2)[CH:15]=[CH:16][CH:17]=1.C(N(CC)CC)C. The catalyst is C(Cl)Cl.CCOCC. The product is [F:11][C:12]1[CH:13]=[C:14]([C:18]2([CH:24]=[O:25])[CH2:23][CH2:22][CH2:21][CH2:20][CH2:19]2)[CH:15]=[CH:16][CH:17]=1. The yield is 0.703. (2) The reactants are [N+:1]([C:4]1[CH:12]=[CH:11][C:10]([O:13][CH3:14])=[CH:9][C:5]=1[C:6]([OH:8])=[O:7])([O-])=O. The catalyst is [Pd]. The product is [NH2:1][C:4]1[CH:12]=[CH:11][C:10]([O:13][CH3:14])=[CH:9][C:5]=1[C:6]([OH:8])=[O:7]. The yield is 1.00. (3) The reactants are [CH2:1]([C:8]1[CH:9]=[C:10]([CH:15]=[CH:16][CH:17]=1)[C:11]([O:13]C)=[O:12])[C:2]1[CH:7]=[CH:6][CH:5]=[CH:4][CH:3]=1.O.[OH-].[Li+]. The catalyst is C1COCC1.O. The product is [CH2:1]([C:8]1[CH:9]=[C:10]([CH:15]=[CH:16][CH:17]=1)[C:11]([OH:13])=[O:12])[C:2]1[CH:3]=[CH:4][CH:5]=[CH:6][CH:7]=1. The yield is 0.920. (4) The reactants are [OH:1][C:2]1[C:7]([OH:8])=[CH:6][CH:5]=[CH:4][C:3]=1[C:9](=[O:18])[CH2:10][C:11]1[CH:16]=[CH:15][CH:14]=[C:13]([OH:17])[CH:12]=1.[C:33]1(C)[CH:34]=[CH:35]C(S([O-])(=[O:26])=[O:26])=[CH:31][CH:32]=1.[NH+]1[CH:35]=[CH:34][CH:33]=[CH:32][CH:31]=1.ClCCl.[O:39]1[CH:44]=[CH:43][CH2:42][CH2:41][CH2:40]1. No catalyst specified. The product is [OH:1][C:2]1[C:7]([O:8][CH:35]2[CH2:34][CH2:33][CH2:32][CH2:31][O:26]2)=[CH:6][CH:5]=[CH:4][C:3]=1[C:9](=[O:18])[CH2:10][C:11]1[CH:16]=[CH:15][CH:14]=[C:13]([O:17][CH:44]2[CH2:43][CH2:42][CH2:41][CH2:40][O:39]2)[CH:12]=1. The yield is 0.888. (5) The reactants are C(NC(C)C)(C)C.C([Li])CCC.[Br:13][C:14]1[CH:19]=[CH:18][C:17]([F:20])=[C:16]([CH3:21])[CH:15]=1.CN([CH:25]=[O:26])C. The catalyst is C1COCC1. The product is [Br:13][C:14]1[CH:15]=[C:16]([CH3:21])[C:17]([F:20])=[C:18]([CH:19]=1)[CH:25]=[O:26]. The yield is 0.640. (6) The reactants are [NH2:1][C:2]1[C:10]([C:11]#[C:12][C:13]2[CH:18]=[CH:17][CH:16]=[C:15]([NH:19][C:20]([C:22]3[N:23]([CH3:28])[N:24]=[C:25]([CH3:27])[CH:26]=3)=[O:21])[CH:14]=2)=[CH:9][C:5]([C:6]([OH:8])=O)=[CH:4][N:3]=1.[CH3:29][S:30]([C:33]1[CH:38]=[CH:37][C:36]([CH2:39][CH2:40][C:41]([O:43][CH3:44])=[O:42])=[CH:35][CH:34]=1)(=[NH:32])=[O:31]. No catalyst specified. The product is [NH2:1][C:2]1[N:3]=[CH:4][C:5]([C:6]([N:32]=[S:30]([C:33]2[CH:34]=[CH:35][C:36]([CH2:39][CH2:40][C:41]([O:43][CH3:44])=[O:42])=[CH:37][CH:38]=2)([CH3:29])=[O:31])=[O:8])=[CH:9][C:10]=1[C:11]#[C:12][C:13]1[CH:18]=[CH:17][CH:16]=[C:15]([NH:19][C:20]([C:22]2[N:23]([CH3:28])[N:24]=[C:25]([CH3:27])[CH:26]=2)=[O:21])[CH:14]=1. The yield is 0.420. (7) The reactants are [CH3:1][O:2][C:3](=[O:14])[CH2:4][C:5]1[CH:10]=[CH:9][C:8]([OH:11])=[C:7]([CH:12]=[O:13])[CH:6]=1.Cl[CH2:16][C:17]1[CH:22]=[CH:21][CH:20]=[CH:19][C:18]=1[I:23].N[C@H](C(O)=O)CC1C=C2C(C=CC=C2)=CC=1. The catalyst is C(#N)C.C1(C)C=CC=CC=1. The product is [CH3:1][O:2][C:3](=[O:14])[CH2:4][C:5]1[CH:10]=[CH:9][C:8]([O:11][CH2:16][C:17]2[CH:22]=[CH:21][CH:20]=[CH:19][C:18]=2[I:23])=[C:7]([CH:12]=[O:13])[CH:6]=1. The yield is 0.960. (8) The reactants are Br[C:2]1[CH:3]=[CH:4][C:5]2[O:11][CH2:10][CH2:9][N:8]3[CH:12]=[C:13]([C:15]4[N:19]([CH:20]([CH3:22])[CH3:21])[N:18]=[CH:17][N:16]=4)[N:14]=[C:7]3[C:6]=2[CH:23]=1.[Cl:24][C:25]1[CH:30]=[CH:29][C:28](B(O)O)=[CH:27][CH:26]=1.C([O-])([O-])=O.[Cs+].[Cs+].O. The catalyst is O1CCOCC1.C1C=CC(P(C2C=CC=CC=2)[C-]2C=CC=C2)=CC=1.C1C=CC(P(C2C=CC=CC=2)[C-]2C=CC=C2)=CC=1.Cl[Pd]Cl.[Fe+2]. The product is [Cl:24][C:25]1[CH:30]=[CH:29][C:28]([C:2]2[CH:3]=[CH:4][C:5]3[O:11][CH2:10][CH2:9][N:8]4[CH:12]=[C:13]([C:15]5[N:19]([CH:20]([CH3:21])[CH3:22])[N:18]=[CH:17][N:16]=5)[N:14]=[C:7]4[C:6]=3[CH:23]=2)=[CH:27][CH:26]=1. The yield is 0.100. (9) The reactants are [C:1]([O:5][C:6]([NH:8][C:9]1([C:13]2[CH:18]=[CH:17][C:16]([C:19]3[N:23]4[C:24]5[CH:36]=[CH:35][CH:34]=[N:33][C:25]=5[NH:26][C:27]5[CH:32]=[CH:31][CH:30]=[CH:29][C:28]=5[C:22]4=[N:21][C:20]=3[CH2:37][C:38]([OH:40])=O)=[CH:15][CH:14]=2)[CH2:12][CH2:11][CH2:10]1)=[O:7])([CH3:4])([CH3:3])[CH3:2].[NH2:41][C:42]1[CH:47]=[CH:46][CH:45]=[CH:44][CH:43]=1.C(N=C=NCCCN(C)C)C.C(N(C(C)C)CC)(C)C. The catalyst is ClCCl. The product is [O:40]=[C:38]([NH:41][C:42]1[CH:47]=[CH:46][CH:45]=[CH:44][CH:43]=1)[CH2:37][C:20]1[N:21]=[C:22]2[C:28]3[CH:29]=[CH:30][CH:31]=[CH:32][C:27]=3[NH:26][C:25]3[N:33]=[CH:34][CH:35]=[CH:36][C:24]=3[N:23]2[C:19]=1[C:16]1[CH:15]=[CH:14][C:13]([C:9]2([NH:8][C:6](=[O:7])[O:5][C:1]([CH3:4])([CH3:2])[CH3:3])[CH2:10][CH2:11][CH2:12]2)=[CH:18][CH:17]=1. The yield is 0.480. (10) The reactants are [N:1]1[C:5]2[CH:6]=[CH:7][C:8]([C:10]([OH:12])=O)=[CH:9][C:4]=2[NH:3][CH:2]=1.[CH2:13]([NH2:20])[C:14]1[CH:19]=[CH:18][CH:17]=[CH:16][CH:15]=1. No catalyst specified. The product is [CH2:13]([NH:20][C:10]([C:8]1[CH:7]=[CH:6][C:5]2[NH:1][CH:2]=[N:3][C:4]=2[CH:9]=1)=[O:12])[C:14]1[CH:19]=[CH:18][CH:17]=[CH:16][CH:15]=1. The yield is 0.660.